Dataset: Forward reaction prediction with 1.9M reactions from USPTO patents (1976-2016). Task: Predict the product of the given reaction. The product is: [F:16][C:17]1[CH:22]=[CH:21][C:20]([C:2]2[CH:7]=[CH:6][C:5]([CH:8]([C:10]3[CH:15]=[CH:14][CH:13]=[CH:12][CH:11]=3)[OH:9])=[CH:4][CH:3]=2)=[CH:19][CH:18]=1. Given the reactants Br[C:2]1[CH:7]=[CH:6][C:5]([CH:8]([C:10]2[CH:15]=[CH:14][CH:13]=[CH:12][CH:11]=2)[OH:9])=[CH:4][CH:3]=1.[F:16][C:17]1[CH:22]=[CH:21][C:20](B(O)O)=[CH:19][CH:18]=1.CC1C(P(C2C(C)=CC=CC=2)C2C(C)=CC=CC=2)=CC=CC=1.C(=O)([O-])[O-].[K+].[K+], predict the reaction product.